Dataset: Rat liver microsome stability data. Task: Regression/Classification. Given a drug SMILES string, predict its absorption, distribution, metabolism, or excretion properties. Task type varies by dataset: regression for continuous measurements (e.g., permeability, clearance, half-life) or binary classification for categorical outcomes (e.g., BBB penetration, CYP inhibition). Dataset: rlm. (1) The drug is O=S(=O)(c1ccc(Cl)cc1)c1ccccn1. The result is 0 (unstable in rat liver microsomes). (2) The compound is O=C1COc2ccc(NC(=O)C3CCN(c4cc(F)cc(F)c4)CC3)cc2N1. The result is 1 (stable in rat liver microsomes). (3) The result is 1 (stable in rat liver microsomes). The drug is CCCCCCc1nc2cc(/C=C/C(=O)NO)ccc2n1CCN(C)C.